Dataset: Forward reaction prediction with 1.9M reactions from USPTO patents (1976-2016). Task: Predict the product of the given reaction. (1) The product is: [OH:56][C:12]1[CH:11]=[C:10]([S:24]([C:27]2[CH:28]=[CH:29][C:30]([CH3:33])=[CH:31][CH:32]=2)(=[O:26])=[O:25])[CH:9]=[C:8]2[C:13]=1[C:4]([CH2:1][CH2:2][CH3:3])=[CH:5][C:6](=[O:34])[O:7]2. Given the reactants [CH2:1]([C:4]1[C:13]2[C:8](=[CH:9][C:10]([S:24]([C:27]3[CH:32]=[CH:31][C:30]([CH3:33])=[CH:29][CH:28]=3)(=[O:26])=[O:25])=[CH:11][C:12]=2S(C2C=CC(C)=CC=2)(=O)=O)[O:7][C:6](=[O:34])[CH:5]=1)[CH2:2][CH3:3].CCCC[N+](CCCC)(CCCC)CCCC.[F-].C1C[O:56]CC1, predict the reaction product. (2) Given the reactants [CH2:1]([N:4]1[C:9](=[O:10])[C:8]([Br:11])=[N:7][NH:6][C:5]1=[O:12])[CH:2]=[CH2:3].[C:13]([NH:16][C:17]1[CH:18]=[C:19](B(O)O)[CH:20]=[CH:21][CH:22]=1)(=[O:15])[CH3:14].N1C=CC=CC=1, predict the reaction product. The product is: [CH2:1]([N:4]1[C:9](=[O:10])[C:8]([Br:11])=[N:7][N:6]([C:21]2[CH:22]=[C:17]([NH:16][C:13](=[O:15])[CH3:14])[CH:18]=[CH:19][CH:20]=2)[C:5]1=[O:12])[CH:2]=[CH2:3].